From a dataset of Reaction yield outcomes from USPTO patents with 853,638 reactions. Predict the reaction yield, written as a fraction of the theoretical maximum amount of product (1.0 means a 100% yield; for example, 0.34 means a 34% yield). (1) The reactants are Br[CH:2]([CH3:11])[C:3]([C:5]1[CH:10]=[CH:9][CH:8]=[CH:7][CH:6]=1)=O.[NH2:12][C:13]([NH2:15])=[S:14]. The catalyst is CCO. The product is [CH3:11][C:2]1[S:14][C:13]([NH2:15])=[N:12][C:3]=1[C:5]1[CH:10]=[CH:9][CH:8]=[CH:7][CH:6]=1. The yield is 0.770. (2) The reactants are [Cl:1][C:2]1[CH:7]=[CH:6][C:5]([OH:8])=[CH:4][N:3]=1.C(=O)([O-])[O-].[Na+].[Na+].[I:15]I.Cl.[CH2:18](Br)[C:19]1[CH:24]=[CH:23][CH:22]=[CH:21][CH:20]=1.C(=O)([O-])[O-].[K+].[K+]. The catalyst is CC(C)=O. The product is [CH2:18]([O:8][C:5]1[C:4]([I:15])=[N:3][C:2]([Cl:1])=[CH:7][CH:6]=1)[C:19]1[CH:24]=[CH:23][CH:22]=[CH:21][CH:20]=1. The yield is 0.690. (3) The reactants are [CH3:1][O:2][C:3]1[CH:8]=[C:7]([CH:9]=[O:10])[CH:6]=[CH:5][C:4]=1[C:11]1[CH:16]=[CH:15][CH:14]=[C:13]([CH3:17])[CH:12]=1.[S:18]1[CH:22]=[CH:21][CH:20]=[C:19]1[Mg]Br. The catalyst is C1COCC1. The product is [CH3:1][O:2][C:3]1[CH:8]=[C:7]([CH:9]([C:19]2[S:18][CH:22]=[CH:21][CH:20]=2)[OH:10])[CH:6]=[CH:5][C:4]=1[C:11]1[CH:16]=[CH:15][CH:14]=[C:13]([CH3:17])[CH:12]=1. The yield is 0.824. (4) The reactants are [CH3:1][C:2]1([CH3:13])[O:7][C:6]2[CH:8]=[CH:9][CH:10]=[CH:11][C:5]=2[NH:4][C:3]1=[O:12].[H-].[Na+].[CH3:16]I. The catalyst is CN(C=O)C. The product is [CH3:1][C:2]1([CH3:13])[O:7][C:6]2[CH:8]=[CH:9][CH:10]=[CH:11][C:5]=2[N:4]([CH3:16])[C:3]1=[O:12]. The yield is 0.460. (5) The reactants are [CH:1]([NH:3][C:4]1[CH:9]=[CH:8][C:7]([CH:10]([C:20]2[CH:25]=[CH:24][C:23]([NH:26][CH:27]=O)=[CH:22][CH:21]=2)[C:11]2[CH:16]=[CH:15][C:14]([NH:17][CH:18]=O)=[CH:13][CH:12]=2)=[CH:6][CH:5]=1)=O.[H-].[Al+3].[Li+].[H-].[H-].[H-].O. The catalyst is O1CCCC1. The product is [CH3:18][NH:17][C:14]1[CH:13]=[CH:12][C:11]([CH:10]([C:7]2[CH:6]=[CH:5][C:4]([NH:3][CH3:1])=[CH:9][CH:8]=2)[C:20]2[CH:25]=[CH:24][C:23]([NH:26][CH3:27])=[CH:22][CH:21]=2)=[CH:16][CH:15]=1. The yield is 0.700.